This data is from Forward reaction prediction with 1.9M reactions from USPTO patents (1976-2016). The task is: Predict the product of the given reaction. (1) Given the reactants [CH2:1]([O:3][C:4]([C:6]12[CH2:13][CH2:12][C:9]([NH:14][CH2:15][C:16]3[CH:21]=[CH:20][CH:19]=[CH:18][CH:17]=3)([CH2:10][CH2:11]1)[CH2:8][CH:7]2[OH:22])=[O:5])[CH3:2].C1(C)C=CC=CC=1.C(N(CC)CC)C.[CH3:37][S:38](Cl)(=[O:40])=[O:39], predict the reaction product. The product is: [CH2:1]([O:3][C:4]([C:6]12[CH2:13][CH2:12][C:9]([NH:14][CH2:15][C:16]3[CH:17]=[CH:18][CH:19]=[CH:20][CH:21]=3)([CH2:10][CH2:11]1)[CH2:8][CH:7]2[O:22][S:38]([CH3:37])(=[O:40])=[O:39])=[O:5])[CH3:2]. (2) Given the reactants [Br:1][C:2]1[CH:3]=[C:4]([OH:11])[C:5]([N+:8]([O-:10])=[O:9])=[N:6][CH:7]=1.[F:12][C:13]1[CH:18]=[CH:17][C:16]([F:19])=[CH:15][C:14]=1[C@@H:20](O)[CH3:21], predict the reaction product. The product is: [Br:1][C:2]1[CH:3]=[C:4]([O:11][C@@H:20]([C:14]2[CH:15]=[C:16]([F:19])[CH:17]=[CH:18][C:13]=2[F:12])[CH3:21])[C:5]([N+:8]([O-:10])=[O:9])=[N:6][CH:7]=1. (3) Given the reactants [C:1](#[N:3])C.[F:4][C:5]([F:21])([F:20])[C:6]1[CH:11]=[CH:10][CH:9]=[C:8]([F:12])[C:7]=1[C:13]1[CH:18]=[CH:17][N+:16]([O-])=[CH:15][CH:14]=1.C[Si](C#N)(C)C, predict the reaction product. The product is: [F:4][C:5]([F:21])([F:20])[C:6]1[CH:11]=[CH:10][CH:9]=[C:8]([F:12])[C:7]=1[C:13]1[CH:18]=[CH:17][N:16]=[C:15]([C:1]#[N:3])[CH:14]=1. (4) Given the reactants [CH3:1][O:2][C:3]1[CH:8]=[C:7]([CH3:9])[CH:6]=[C:5]([O:10][CH3:11])[C:4]=1[C:12]1[N:17]2[N:18]=[C:19]([CH2:24][CH3:25])[C:20]([N+:21]([O-])=O)=[C:16]2[CH:15]=[CH:14][CH:13]=1.C(O)(=O)C, predict the reaction product. The product is: [CH3:11][O:10][C:5]1[CH:6]=[C:7]([CH3:9])[CH:8]=[C:3]([O:2][CH3:1])[C:4]=1[C:12]1[N:17]2[N:18]=[C:19]([CH2:24][CH3:25])[C:20]([NH2:21])=[C:16]2[CH:15]=[CH:14][CH:13]=1. (5) Given the reactants [Br:1][C:2]1[CH:7]=[CH:6][C:5](I)=[C:4]([F:9])[CH:3]=1.[Br:10][C:11]1[CH:16]=[CH:15][C:14](B(O)O)=[C:13]([F:20])[CH:12]=1.[C:21](=O)([O-])[O-:22].[K+].[K+].[C]=O, predict the reaction product. The product is: [Br:1][C:2]1[CH:7]=[CH:6][C:5]([C:21]([C:14]2[CH:15]=[CH:16][C:11]([Br:10])=[CH:12][C:13]=2[F:20])=[O:22])=[C:4]([F:9])[CH:3]=1.